From a dataset of NCI-60 drug combinations with 297,098 pairs across 59 cell lines. Regression. Given two drug SMILES strings and cell line genomic features, predict the synergy score measuring deviation from expected non-interaction effect. Drug 1: C1=CC(=C(C=C1I)F)NC2=C(C=CC(=C2F)F)C(=O)NOCC(CO)O. Drug 2: CCC1=C2N=C(C=C(N2N=C1)NCC3=C[N+](=CC=C3)[O-])N4CCCCC4CCO. Cell line: HT29. Synergy scores: CSS=66.5, Synergy_ZIP=-1.09, Synergy_Bliss=-2.29, Synergy_Loewe=-1.59, Synergy_HSA=1.80.